Predict the reaction yield, written as a fraction of the theoretical maximum amount of product (1.0 means a 100% yield; for example, 0.34 means a 34% yield). From a dataset of Reaction yield outcomes from USPTO patents with 853,638 reactions. (1) The reactants are [CH2:1]([O:3][C:4]([C:6]1[C:7]2[CH2:18][CH2:17][C:16]([CH2:20][CH2:21][CH2:22][CH3:23])(Br)[C:15](=[O:24])[C:8]=2[S:9][C:10]=1[NH:11][C:12](=[O:14])[CH3:13])=[O:5])[CH3:2].[Li+].[Br-]. No catalyst specified. The product is [CH2:1]([O:3][C:4]([C:6]1[C:7]2[CH:18]=[CH:17][C:16]([CH2:20][CH2:21][CH2:22][CH3:23])=[C:15]([OH:24])[C:8]=2[S:9][C:10]=1[NH:11][C:12](=[O:14])[CH3:13])=[O:5])[CH3:2]. The yield is 0.500. (2) The reactants are C(Cl)(=O)C(Cl)=O.CS(C)=O.[C:11]1([C:39]2[CH:44]=[CH:43][CH:42]=[CH:41][CH:40]=2)[C:12]([C:17]([N:19]2[CH2:23][C@H:22]([OH:24])[CH2:21][C@H:20]2[CH2:25][NH:26][C:27]([C:29]2[CH:30]=[CH:31][CH:32]=[C:33]3[C:38]=2[N:37]=[CH:36][CH:35]=[CH:34]3)=[O:28])=[O:18])=[CH:13][CH:14]=[CH:15][CH:16]=1.CCN(CC)CC. The catalyst is C(Cl)Cl. The product is [C:11]1([C:39]2[CH:44]=[CH:43][CH:42]=[CH:41][CH:40]=2)[C:12]([C:17]([N:19]2[CH2:23][C:22](=[O:24])[CH2:21][C@H:20]2[CH2:25][NH:26][C:27]([C:29]2[CH:30]=[CH:31][CH:32]=[C:33]3[C:38]=2[N:37]=[CH:36][CH:35]=[CH:34]3)=[O:28])=[O:18])=[CH:13][CH:14]=[CH:15][CH:16]=1. The yield is 0.530. (3) The reactants are [O:1]=[C:2]([CH2:8][CH2:9][CH2:10][CH3:11])[CH2:3][C:4]([O:6][CH3:7])=[O:5].[H-].[Na+].Br[CH2:15][C:16]1[CH:21]=[CH:20][C:19]([C:22]2[C:23]([C:28]#[N:29])=[CH:24][CH:25]=[CH:26][CH:27]=2)=[C:18]([F:30])[CH:17]=1. The catalyst is O1CCCC1. The product is [C:28]([C:23]1[CH:24]=[CH:25][CH:26]=[CH:27][C:22]=1[C:19]1[CH:20]=[CH:21][C:16]([CH2:15][CH:3]([C:2](=[O:1])[CH2:8][CH2:9][CH2:10][CH3:11])[C:4]([O:6][CH3:7])=[O:5])=[CH:17][C:18]=1[F:30])#[N:29]. The yield is 0.900. (4) The reactants are [CH3:1][O:2][C:3]1[N:7]([C:8]2[CH:13]=[CH:12][C:11]([C:14](=[O:23])[NH:15][CH2:16][CH:17]3[CH2:22][CH2:21][O:20][CH2:19][CH2:18]3)=[CH:10][N:9]=2)[N:6]=[CH:5][C:4]=1C(O)=O.C(=O)(O)[O-].[Na+].[Br:32]N1C(=O)CCC1=O. The catalyst is CN(C=O)C.O. The product is [Br:32][C:4]1[CH:5]=[N:6][N:7]([C:8]2[CH:13]=[CH:12][C:11]([C:14]([NH:15][CH2:16][CH:17]3[CH2:22][CH2:21][O:20][CH2:19][CH2:18]3)=[O:23])=[CH:10][N:9]=2)[C:3]=1[O:2][CH3:1]. The yield is 0.840. (5) The reactants are [Br:1][C:2]1[CH:6]=[N:5][N:4]([CH3:7])[C:3]=1[C:8]1[CH:9]=[C:10]([NH2:16])[CH:11]=[CH:12][C:13]=1[O:14][CH3:15].[Cl:17][C:18]1[CH:23]=[CH:22][C:21]([N:24]=[C:25]=[O:26])=[CH:20][CH:19]=1. The catalyst is C(Cl)Cl. The product is [Br:1][C:2]1[CH:6]=[N:5][N:4]([CH3:7])[C:3]=1[C:8]1[CH:9]=[C:10]([NH:16][C:25]([NH:24][C:21]2[CH:22]=[CH:23][C:18]([Cl:17])=[CH:19][CH:20]=2)=[O:26])[CH:11]=[CH:12][C:13]=1[O:14][CH3:15]. The yield is 0.840. (6) The reactants are Cl.[CH3:2][O:3][C:4](=[O:8])[CH:5]([CH3:7])[NH2:6].C(N(CC)CC)C.[N+:16]([C:19]1[CH:24]=[CH:23][CH:22]=[CH:21][C:20]=1[S:25](Cl)(=[O:27])=[O:26])([O-:18])=[O:17]. The catalyst is ClCCl. The product is [N+:16]([C:19]1[CH:24]=[CH:23][CH:22]=[CH:21][C:20]=1[S:25]([NH:6][CH:5]([CH3:7])[C:4]([O:3][CH3:2])=[O:8])(=[O:27])=[O:26])([O-:18])=[O:17]. The yield is 0.880. (7) The yield is 0.380. The reactants are [CH:1]([C:3]1[S:7][C:6](B(O)O)=[C:5]([CH3:11])[CH:4]=1)=O.IC1[C:21]2[C:16](=[N:17][CH:18]=[N:19][C:20]=2[NH2:22])[N:15]([CH:23]([CH3:25])[CH3:24])[N:14]=1.[C:26]([O-])([O-])=[O:27].[Na+].[Na+]. The product is [NH2:22][C:20]1[N:19]=[CH:18][N:17]=[C:16]2[N:15]([CH:23]([CH3:25])[CH3:24])[N:14]=[C:1]([C:3]3[S:7][C:6]([CH:26]=[O:27])=[C:5]([CH3:11])[CH:4]=3)[C:21]=12. The catalyst is CCO.COCCOC.C1C=CC([P]([Pd]([P](C2C=CC=CC=2)(C2C=CC=CC=2)C2C=CC=CC=2)([P](C2C=CC=CC=2)(C2C=CC=CC=2)C2C=CC=CC=2)[P](C2C=CC=CC=2)(C2C=CC=CC=2)C2C=CC=CC=2)(C2C=CC=CC=2)C2C=CC=CC=2)=CC=1. (8) The reactants are [F:1][C:2]1[CH:26]=[CH:25][C:5]([C:6]([N:8]([C:17]2[CH:22]=[CH:21][C:20]([O:23]C)=[CH:19][CH:18]=2)[C:9]2[CH:14]=[CH:13][C:12]([O:15]C)=[CH:11][CH:10]=2)=[O:7])=[C:4]([C:27]([F:30])([F:29])[F:28])[CH:3]=1.B(Br)(Br)Br.O.CCOC(C)=O. The yield is 0.925. The catalyst is C(Cl)Cl. The product is [F:1][C:2]1[CH:26]=[CH:25][C:5]([C:6]([N:8]([C:17]2[CH:22]=[CH:21][C:20]([OH:23])=[CH:19][CH:18]=2)[C:9]2[CH:14]=[CH:13][C:12]([OH:15])=[CH:11][CH:10]=2)=[O:7])=[C:4]([C:27]([F:28])([F:29])[F:30])[CH:3]=1. (9) The reactants are [CH:1]1[CH2:5][CH:4]=[CH:3][CH:2]=1.CCCCCC.C([Li])CCC.[Cl:17][C:18]1[CH:32]=[CH:31][C:21]([C:22]([C:24]2[CH:29]=[CH:28][C:27]([Cl:30])=[CH:26][CH:25]=2)=O)=[CH:20][CH:19]=1. The catalyst is O1CCCC1. The product is [Cl:17][C:18]1[CH:19]=[CH:20][C:21]([C:22]([C:24]2[CH:29]=[CH:28][C:27]([Cl:30])=[CH:26][CH:25]=2)=[C:2]2[CH:1]=[CH:5][CH:4]=[CH:3]2)=[CH:31][CH:32]=1. The yield is 0.570.